From a dataset of Catalyst prediction with 721,799 reactions and 888 catalyst types from USPTO. Predict which catalyst facilitates the given reaction. Reactant: [C:1]([C:5]1[CH:18]=[CH:17][CH:16]=[CH:15][C:6]=1[O:7][C:8]1[CH:13]=[CH:12][N:11]=[CH:10][C:9]=1[NH2:14])([CH3:4])([CH3:3])[CH3:2].[C:19](C1NC=CN=1)(C1NC=CN=1)=[S:20]. Product: [C:1]([C:5]1[CH:18]=[CH:17][CH:16]=[CH:15][C:6]=1[O:7][C:8]1[CH:13]=[CH:12][N:11]=[CH:10][C:9]=1[N:14]=[C:19]=[S:20])([CH3:4])([CH3:2])[CH3:3]. The catalyst class is: 2.